Dataset: Forward reaction prediction with 1.9M reactions from USPTO patents (1976-2016). Task: Predict the product of the given reaction. (1) Given the reactants [O:1]1[C:5]2[CH:6]=[CH:7][CH:8]=[CH:9][C:4]=2[CH:3]=[CH:2]1.[CH3:10]S(C)=O.C1(=O)C=CC(=O)C=C1, predict the reaction product. The product is: [O:1]1[C:5]2[C:4](=[CH:9][CH:8]=[CH:7][CH:6]=2)[CH:3]=[CH:2][CH2:10]1. (2) Given the reactants Br[C:2]1[S:3][C:4]([Cl:19])=[CH:5][C:6]=1[CH2:7][CH2:8][CH2:9][CH2:10][CH2:11][CH2:12][CH2:13][CH2:14][CH2:15][CH2:16][CH2:17][CH3:18].C(C1C=CSC=1)CCCCCCCCCCC.BrN1C(=O)CCC1=O.BrC1SC=CC=1CCCCCCCCCCCC.ClN1C(=O)CCC1=O.[CH3:71][Si:72]([C:75]#[CH:76])([CH3:74])[CH3:73], predict the reaction product. The product is: [Cl:19][C:4]1[S:3][C:2]([C:76]#[C:75][Si:72]([CH3:74])([CH3:73])[CH3:71])=[C:6]([CH2:7][CH2:8][CH2:9][CH2:10][CH2:11][CH2:12][CH2:13][CH2:14][CH2:15][CH2:16][CH2:17][CH3:18])[CH:5]=1. (3) Given the reactants [N+:1]([C:4]1[CH:5]=[CH:6][CH:7]=[C:8]2[C:12]=1[C:11](=[O:13])[N:10]([C:14]1[CH:19]=[CH:18][CH:17]=[C:16]([C:20]([F:23])([F:22])[F:21])[CH:15]=1)[CH2:9]2)([O-])=O.[H][H], predict the reaction product. The product is: [NH2:1][C:4]1[CH:5]=[CH:6][CH:7]=[C:8]2[C:12]=1[C:11](=[O:13])[N:10]([C:14]1[CH:19]=[CH:18][CH:17]=[C:16]([C:20]([F:23])([F:21])[F:22])[CH:15]=1)[CH2:9]2. (4) Given the reactants [OH:1][C:2]1[CH:14]=[CH:13][C:5]2[C:6]([C:9]([O:11][CH3:12])=[O:10])=[CH:7][S:8][C:4]=2[CH:3]=1.N1C=CC=CC=1.[F:21][C:22]([F:35])([F:34])[S:23](O[S:23]([C:22]([F:35])([F:34])[F:21])(=[O:25])=[O:24])(=[O:25])=[O:24], predict the reaction product. The product is: [F:21][C:22]([F:35])([F:34])[S:23]([O:1][C:2]1[CH:14]=[CH:13][C:5]2[C:6]([C:9]([O:11][CH3:12])=[O:10])=[CH:7][S:8][C:4]=2[CH:3]=1)(=[O:25])=[O:24]. (5) Given the reactants Cl[CH2:2][CH2:3][CH2:4][O:5][C:6]1[CH:11]=[CH:10][C:9]([C:12]2[S:13][C:14]3[CH2:19][CH:18]([NH:20][C:21](=[O:30])[O:22][CH2:23][C:24]4[CH:29]=[CH:28][CH:27]=[CH:26][CH:25]=4)[CH2:17][C:15]=3[N:16]=2)=[CH:8][CH:7]=1.C(=O)([O-])[O-].[K+].[K+].[I-].[Na+].[CH3:39][CH:40]1[CH2:44][CH2:43][CH2:42][NH:41]1, predict the reaction product. The product is: [CH3:39][CH:40]1[CH2:44][CH2:43][CH2:42][N:41]1[CH2:2][CH2:3][CH2:4][O:5][C:6]1[CH:11]=[CH:10][C:9]([C:12]2[S:13][C:14]3[CH2:19][CH:18]([NH:20][C:21](=[O:30])[O:22][CH2:23][C:24]4[CH:29]=[CH:28][CH:27]=[CH:26][CH:25]=4)[CH2:17][C:15]=3[N:16]=2)=[CH:8][CH:7]=1. (6) The product is: [CH3:18][O:19][C:20]1[CH:32]=[CH:31][C:23]([CH2:24][N:25]2[C:3]3[N:2]=[CH:4][C:5]4[CH2:14][CH2:13][C:12]5[N:11]=[C:10]([S:15][CH3:16])[N:9]=[CH:8][C:7]=5[C:6]=4[C:28]=3[CH:27]=[N:26]2)=[CH:22][CH:21]=1. Given the reactants C[N:2](/[CH:4]=[C:5]1/[C:6](=O)[C:7]2[CH:8]=[N:9][C:10]([S:15][CH3:16])=[N:11][C:12]=2[CH2:13][CH2:14]/1)[CH3:3].[CH3:18][O:19][C:20]1[CH:32]=[CH:31][C:23]([CH2:24][N:25]2C(N)=[CH:28][CH:27]=[N:26]2)=[CH:22][CH:21]=1.FC(F)(F)C(O)=O, predict the reaction product.